Dataset: Full USPTO retrosynthesis dataset with 1.9M reactions from patents (1976-2016). Task: Predict the reactants needed to synthesize the given product. The reactants are: C([Mg]Br)C.I[C:6]1[N:7]=[CH:8][N:9]([C:11]([C:24]2[CH:29]=[CH:28][CH:27]=[CH:26][CH:25]=2)([C:18]2[CH:23]=[CH:22][CH:21]=[CH:20][CH:19]=2)[C:12]2[CH:17]=[CH:16][CH:15]=[CH:14][CH:13]=2)[CH:10]=1.[F:30][C:31]1[CH:36]=[CH:35][C:34]([CH:37]2[C:45]3[C:40](=[CH:41][CH:42]=[CH:43][CH:44]=3)[C:39](=[O:46])[CH2:38]2)=[CH:33][CH:32]=1.[Cl-].[NH4+]. Given the product [F:30][C:31]1[CH:32]=[CH:33][C:34]([CH:37]2[C:45]3[C:40](=[CH:41][CH:42]=[CH:43][CH:44]=3)[C:39]([C:6]3[N:7]=[CH:8][N:9]([C:11]([C:12]4[CH:17]=[CH:16][CH:15]=[CH:14][CH:13]=4)([C:24]4[CH:25]=[CH:26][CH:27]=[CH:28][CH:29]=4)[C:18]4[CH:19]=[CH:20][CH:21]=[CH:22][CH:23]=4)[CH:10]=3)([OH:46])[CH2:38]2)=[CH:35][CH:36]=1, predict the reactants needed to synthesize it.